This data is from Forward reaction prediction with 1.9M reactions from USPTO patents (1976-2016). The task is: Predict the product of the given reaction. (1) Given the reactants [F:1][C:2]1[CH:9]=[C:8]([CH2:10][CH:11]=C)[CH:7]=[CH:6][C:3]=1[C:4]#[N:5].COC1C=C(CC[N:25]2[CH2:30][CH2:29][NH:28][CH2:27][CH2:26]2)C=CC=1C#N, predict the reaction product. The product is: [F:1][C:2]1[CH:9]=[C:8]([CH2:10][CH2:11][N:25]2[CH2:30][CH2:29][NH:28][CH2:27][CH2:26]2)[CH:7]=[CH:6][C:3]=1[C:4]#[N:5]. (2) Given the reactants [O:1]=[C:2]1[C:10]2[C:5](=[CH:6][CH:7]=[CH:8][CH:9]=2)[C:4](=[O:11])[N:3]1[CH2:12][C:13]1[CH:14]=[C:15]2[C:20](=[CH:21][CH:22]=1)[N:19]=[C:18]([CH:23]=[CH:24][C:25]#[N:26])[CH:17]=[CH:16]2, predict the reaction product. The product is: [O:11]=[C:4]1[C:5]2[C:10](=[CH:9][CH:8]=[CH:7][CH:6]=2)[C:2](=[O:1])[N:3]1[CH2:12][C:13]1[CH:14]=[C:15]2[C:20](=[CH:21][CH:22]=1)[N:19]=[C:18]([CH2:23][CH2:24][C:25]#[N:26])[CH:17]=[CH:16]2.